From a dataset of Experimental lipophilicity measurements (octanol/water distribution) for 4,200 compounds from AstraZeneca. Regression/Classification. Given a drug SMILES string, predict its absorption, distribution, metabolism, or excretion properties. Task type varies by dataset: regression for continuous measurements (e.g., permeability, clearance, half-life) or binary classification for categorical outcomes (e.g., BBB penetration, CYP inhibition). For this dataset (lipophilicity_astrazeneca), we predict Y. (1) The drug is COc1ccc(Sc2c(C)n(CC(=O)O)c3ccc(C)cc23)cc1. The Y is 1.01 logD. (2) The molecule is N=C(N)c1cc2c(/C=C/c3ccc4c(c3)OCO4)cccc2s1. The Y is 2.20 logD.